This data is from Full USPTO retrosynthesis dataset with 1.9M reactions from patents (1976-2016). The task is: Predict the reactants needed to synthesize the given product. (1) Given the product [C:14]([Si:18]([C:26]1[CH:31]=[CH:30][CH:29]=[CH:28][CH:27]=1)([C:20]1[CH:21]=[CH:22][CH:23]=[CH:24][CH:25]=1)[O:1][C:2]1[CH:13]=[CH:12][C:5]2[NH:6][C:7](=[O:11])[O:8][C:9](=[O:10])[C:4]=2[CH:3]=1)([CH3:17])([CH3:15])[CH3:16], predict the reactants needed to synthesize it. The reactants are: [OH:1][C:2]1[CH:13]=[CH:12][C:5]2[NH:6][C:7](=[O:11])[O:8][C:9](=[O:10])[C:4]=2[CH:3]=1.[C:14]([Si:18]([C:26]1[CH:31]=[CH:30][CH:29]=[CH:28][CH:27]=1)([C:20]1[CH:25]=[CH:24][CH:23]=[CH:22][CH:21]=1)Cl)([CH3:17])([CH3:16])[CH3:15].N1C=CN=C1. (2) Given the product [CH3:13][C:7]([S:4]([CH3:3])(=[O:5])=[O:6])([CH2:20][CH2:19][C:18]#[CH:17])[C:8]([O:10][CH2:11][CH3:12])=[O:9], predict the reactants needed to synthesize it. The reactants are: [H-].[Na+].[CH3:3][S:4]([CH:7]([CH3:13])[C:8]([O:10][CH2:11][CH3:12])=[O:9])(=[O:6])=[O:5].[I-].[K+].Br[CH2:17][CH2:18][C:19]#[CH:20]. (3) Given the product [Cl:1][C:2]1[CH:3]=[C:4]([NH:18][S:19]([C:22]2[CH:27]=[CH:26][C:25]([Cl:28])=[CH:24][CH:23]=2)(=[O:20])=[O:21])[C:5]([O:8][C:9]2[CH:17]=[CH:16][CH:15]=[CH:14][C:10]=2[C:11]([NH:32][CH3:29])=[O:12])=[N:6][CH:7]=1, predict the reactants needed to synthesize it. The reactants are: [Cl:1][C:2]1[CH:3]=[C:4]([NH:18][S:19]([C:22]2[CH:27]=[CH:26][C:25]([Cl:28])=[CH:24][CH:23]=2)(=[O:21])=[O:20])[C:5]([O:8][C:9]2[CH:17]=[CH:16][CH:15]=[CH:14][C:10]=2[C:11](O)=[O:12])=[N:6][CH:7]=1.[CH:29]([N:32](C(C)C)CC)(C)C.CCCCNC(N(CCCC)CCCC)=S.CN. (4) Given the product [CH3:14][C@@H:9]1[CH2:10][O:11][CH2:12][CH2:13][N:8]1[C:6]1[CH:5]=[C:4]([C:15]2([S:19]([CH3:22])(=[O:21])=[O:20])[CH2:18][CH2:17][CH2:16]2)[N:3]=[C:2]([C:33]2[CH:34]=[CH:35][CH:36]=[C:37]3[C:32]=2[CH:31]=[CH:30][NH:29]3)[N:7]=1, predict the reactants needed to synthesize it. The reactants are: Cl[C:2]1[N:7]=[C:6]([N:8]2[CH2:13][CH2:12][O:11][CH2:10][C@H:9]2[CH3:14])[CH:5]=[C:4]([C:15]2([S:19]([CH3:22])(=[O:21])=[O:20])[CH2:18][CH2:17][CH2:16]2)[N:3]=1.C(=O)([O-])[O-].[Na+].[Na+].[NH:29]1[C:37]2[C:32](=[C:33](B(O)O)[CH:34]=[CH:35][CH:36]=2)[CH:31]=[CH:30]1. (5) Given the product [NH2:17][C@@H:18]([CH2:19][CH2:20][CH2:21][CH2:22][NH:23][C:24]([O:25][C:26]([CH3:29])([CH3:28])[CH3:27])=[O:30])[C:31]([O:33][CH2:34][CH2:35][CH2:36][CH2:37][O:38][N+:39]([O-:41])=[O:40])=[O:32], predict the reactants needed to synthesize it. The reactants are: C1C2C(COC(=O)[NH:17][C@H:18]([C:31]([O:33][CH2:34][CH2:35][CH2:36][CH2:37][O:38][N+:39]([O-:41])=[O:40])=[O:32])[CH2:19][CH2:20][CH2:21][CH2:22][NH:23][C:24](=[O:30])[O:25][C:26]([CH3:29])([CH3:28])[CH3:27])C3C(=CC=CC=3)C=2C=CC=1.N1CCCCC1. (6) Given the product [OH:24][C@H:25]([CH2:26][NH:1][C:2]1[CH:3]=[CH:4][C:5]2[N:11]([CH3:12])[C:10](=[O:13])[O:9][CH2:8][CH2:7][C:6]=2[CH:14]=1)[CH2:27][NH:28][C:29](=[O:35])[O:30][C:31]([CH3:33])([CH3:32])[CH3:34], predict the reactants needed to synthesize it. The reactants are: [NH2:1][C:2]1[CH:3]=[CH:4][C:5]2[N:11]([CH3:12])[C:10](=[O:13])[O:9][CH2:8][CH2:7][C:6]=2[CH:14]=1.O(S(C(F)(F)F)(=O)=O)[Li].[O:24]1[CH2:26][C@@H:25]1[CH2:27][NH:28][C:29](=[O:35])[O:30][C:31]([CH3:34])([CH3:33])[CH3:32].